From a dataset of Full USPTO retrosynthesis dataset with 1.9M reactions from patents (1976-2016). Predict the reactants needed to synthesize the given product. (1) Given the product [Cl:19][C:15]1[CH:14]=[C:13]2[C:18](=[CH:17][CH:16]=1)[N:10]([C:9]1[N:8]([CH3:20])[N:7]=[C:6]([CH3:21])[C:5]=1[CH2:4][CH2:3][O:2][NH:1][C:30](=[O:31])[O:32][CH2:33][CH2:34][CH2:35][CH3:36])[CH:11]=[CH:12]2, predict the reactants needed to synthesize it. The reactants are: [NH2:1][O:2][CH2:3][CH2:4][C:5]1[C:6]([CH3:21])=[N:7][N:8]([CH3:20])[C:9]=1[N:10]1[C:18]2[C:13](=[CH:14][C:15]([Cl:19])=[CH:16][CH:17]=2)[CH:12]=[CH:11]1.C(N(CC)CC)C.Cl[C:30]([O:32][CH2:33][CH2:34][CH2:35][CH3:36])=[O:31]. (2) Given the product [CH3:12][Si:13]([C:16]#[C:17][C:2]1[C:3](=[O:9])[NH:4][C:5](=[O:8])[NH:6][CH:7]=1)([CH3:15])[CH3:14], predict the reactants needed to synthesize it. The reactants are: I[C:2]1[C:3](=[O:9])[NH:4][C:5](=[O:8])[NH:6][CH:7]=1.O=O.[CH3:12][Si:13]([C:16]#[CH:17])([CH3:15])[CH3:14]. (3) Given the product [N:6]1[CH:7]=[CH:8][CH:9]=[C:4]([C:3]2[N:10]=[C:23]([C:22]3[CH:21]=[C:20]([CH:28]=[CH:27][CH:26]=3)[CH2:19][NH:18][C:16](=[O:17])[O:15][C:11]([CH3:14])([CH3:12])[CH3:13])[O:1][N:2]=2)[CH:5]=1, predict the reactants needed to synthesize it. The reactants are: [OH:1][N:2]=[C:3]([NH2:10])[C:4]1[CH:9]=[CH:8][CH:7]=[N:6][CH:5]=1.[C:11]([O:15][C:16]([NH:18][CH2:19][C:20]1[CH:21]=[C:22]([CH:26]=[CH:27][CH:28]=1)[C:23](O)=O)=[O:17])([CH3:14])([CH3:13])[CH3:12].N. (4) Given the product [Br:19][C:9]1[CH:10]=[CH:11][CH:12]=[C:13]2[C:8]=1[CH2:7][N:6]([CH3:5])[CH2:15][CH2:14]2, predict the reactants needed to synthesize it. The reactants are: N([O-])=O.[Na+].[CH3:5][N:6]1[CH2:15][CH2:14][C:13]2[C:8](=[C:9](N)[CH:10]=[CH:11][CH:12]=2)[CH2:7]1.[OH-].[Na+].[BrH:19]. (5) Given the product [Cl:21][C:10]1[CH:9]=[C:8]([NH:7][CH2:6][C:3]2[O:4][CH:5]=[CH:1][CH:2]=2)[C:13]([C:14]([NH:36][CH2:35][CH2:33][OH:34])=[O:16])=[CH:12][C:11]=1[S:17](=[O:19])(=[O:18])[NH2:20], predict the reactants needed to synthesize it. The reactants are: [CH:1]1[CH:2]=[C:3]([CH2:6][NH:7][C:8]2[C:13]([C:14]([OH:16])=O)=[CH:12][C:11]([S:17]([NH2:20])(=[O:19])=[O:18])=[C:10]([Cl:21])[CH:9]=2)[O:4][CH:5]=1.CCN=C=NCCCN(C)C.[CH2:33]([CH2:35][NH2:36])[OH:34]. (6) Given the product [NH2:8][C:7]1[N:6]2[N:9]=[CH:10][C:11]([C:12]3[CH:13]=[N:14][C:15]([C:18]4[CH:23]=[CH:22][CH:21]=[CH:20][CH:19]=4)=[CH:16][CH:17]=3)=[C:5]2[N:4]=[C:3]([O:24][CH:25]2[CH2:30][CH2:29][N:28]([C:31](=[O:35])[C@H:32]([OH:33])[CH3:34])[CH2:27][CH2:26]2)[C:2]=1[Br:1], predict the reactants needed to synthesize it. The reactants are: [Br:1][C:2]1[C:3]([O:24][CH:25]2[CH2:30][CH2:29][NH:28][CH2:27][CH2:26]2)=[N:4][C:5]2[N:6]([N:9]=[CH:10][C:11]=2[C:12]2[CH:13]=[N:14][C:15]([C:18]3[CH:23]=[CH:22][CH:21]=[CH:20][CH:19]=3)=[CH:16][CH:17]=2)[C:7]=1[NH2:8].[C:31](O)(=[O:35])[C@@H:32]([CH3:34])[OH:33].C1C=CC2N(O)N=NC=2C=1.CCN(C(C)C)C(C)C.